Dataset: Forward reaction prediction with 1.9M reactions from USPTO patents (1976-2016). Task: Predict the product of the given reaction. (1) Given the reactants [C:1](Cl)(=[O:5])[C:2](Cl)=O.[F:7][C:8]([F:14])([F:13])[CH2:9][C:10](O)=[O:11].N1C=CC=CC=1.C(O)C, predict the reaction product. The product is: [F:7][C:8]([F:14])([F:13])[CH2:9][C:10]([O:5][CH2:1][CH3:2])=[O:11]. (2) Given the reactants [S:1]1[CH:5]=[CH:4][CH:3]=[C:2]1[CH2:6][CH2:7][C:8](O)=[O:9].CO.CCOCC.C(OCC)(=O)C, predict the reaction product. The product is: [S:1]1[CH:5]=[CH:4][CH:3]=[C:2]1[CH2:6][CH2:7][CH2:8][OH:9]. (3) Given the reactants [Cl:1][CH2:2][CH2:3][CH2:4][CH2:5][O:6][C:7]1[CH:12]=[CH:11][C:10]([N+:13]([O-:15])=[O:14])=[CH:9][CH:8]=1.Cl[CH2:17][S:18]([C:21]1[C:30]2[C:25](=[CH:26][CH:27]=[CH:28][CH:29]=2)[CH:24]=[CH:23][CH:22]=1)(=[O:20])=[O:19].CC(C)([O-])C.[K+].Cl, predict the reaction product. The product is: [Cl:1][CH2:2][CH2:3][CH2:4][CH2:5][O:6][C:7]1[CH:12]=[CH:11][C:10]([N+:13]([O-:15])=[O:14])=[C:9]([CH2:17][S:18]([C:21]2[C:30]3[C:25](=[CH:26][CH:27]=[CH:28][CH:29]=3)[CH:24]=[CH:23][CH:22]=2)(=[O:19])=[O:20])[CH:8]=1. (4) Given the reactants CO[C:3]([C:5]1[N:6]=[CH:7][C:8]2[C:9](=[O:23])[N:10]([CH2:16][C:17]3[CH:22]=[CH:21][CH:20]=[CH:19][CH:18]=3)[CH:11]=[CH:12][C:13]=2[C:14]=1[OH:15])=[O:4].[NH2:24][CH2:25][CH2:26][NH:27][C:28](=[O:30])[CH3:29].CC(O)=O.O, predict the reaction product. The product is: [C:28]([NH:27][CH2:26][CH2:25][NH:24][C:3]([C:5]1[N:6]=[CH:7][C:8]2[C:9](=[O:23])[N:10]([CH2:16][C:17]3[CH:22]=[CH:21][CH:20]=[CH:19][CH:18]=3)[CH:11]=[CH:12][C:13]=2[C:14]=1[OH:15])=[O:4])(=[O:30])[CH3:29]. (5) The product is: [CH:26]1([C:11]([C:10]2[S:9][C:8]([NH:17][C:18]([C:20]3[CH:21]=[CH:22][N:23]=[CH:24][CH:25]=3)=[O:19])=[N:7][C:6]=2[C:2]2[O:1][CH:5]=[CH:4][CH:3]=2)=[O:16])[CH2:30][CH2:29][CH2:28][CH2:27]1. Given the reactants [O:1]1[CH:5]=[CH:4][CH:3]=[C:2]1[C:6]1[N:7]=[C:8]([NH:17][C:18]([C:20]2[CH:25]=[CH:24][N:23]=[CH:22][CH:21]=2)=[O:19])[S:9][C:10]=1[C:11](=[O:16])N(OC)C.[CH:26]1([Mg]Br)[CH2:30][CH2:29][CH2:28][CH2:27]1.C(OCC)C.[Cl-].[NH4+], predict the reaction product. (6) Given the reactants [Si:1]([O:8][C@H:9]1[CH2:13][C@H:12]([O:14][C:15]2[CH:20]=[C:19]([NH:21][C@@H:22]3[C:30]4[C:25](=[CH:26][CH:27]=[CH:28][CH:29]=4)[CH2:24][C@@H:23]3[O:31][CH3:32])[N:18]=[CH:17][N:16]=2)[CH2:11][C@H:10]1[CH2:33]O)([C:4]([CH3:7])([CH3:6])[CH3:5])([CH3:3])[CH3:2].[C:35]([NH:42][SH:43](=[O:45])=[O:44])([O:37][C:38]([CH3:41])([CH3:40])[CH3:39])=[O:36].C1(P(C2C=CC=CC=2)C2C=CC=CC=2)C=CC=CC=1.[N:65](C(OCC)=O)=NC(OCC)=O, predict the reaction product. The product is: [NH2:65][S:43]([N:42]([CH2:33][C@@H:10]1[CH2:11][C@@H:12]([O:14][C:15]2[CH:20]=[C:19]([NH:21][C@@H:22]3[C:30]4[C:25](=[CH:26][CH:27]=[CH:28][CH:29]=4)[CH2:24][C@@H:23]3[O:31][CH3:32])[N:18]=[CH:17][N:16]=2)[CH2:13][C@@H:9]1[O:8][Si:1]([C:4]([CH3:7])([CH3:6])[CH3:5])([CH3:3])[CH3:2])[C:35](=[O:36])[O:37][C:38]([CH3:41])([CH3:40])[CH3:39])(=[O:44])=[O:45]. (7) Given the reactants C(Cl)(=O)C(Cl)=O.[N+:7]([C:10]1[CH:15]=[CH:14][C:13]([N:16]2[CH2:21][CH2:20][CH:19]([OH:22])[CH2:18][CH2:17]2)=[CH:12][C:11]=1[O:23][CH2:24][C:25]([F:28])([F:27])[F:26])([O-:9])=[O:8].O, predict the reaction product. The product is: [N+:7]([C:10]1[CH:15]=[CH:14][C:13]([N:16]2[CH2:21][CH2:20][C:19](=[O:22])[CH2:18][CH2:17]2)=[CH:12][C:11]=1[O:23][CH2:24][C:25]([F:28])([F:26])[F:27])([O-:9])=[O:8]. (8) Given the reactants [CH3:1][O:2][C:3]1[CH:8]=[CH:7][C:6]([CH3:9])=[CH:5][C:4]=1[S:10]([N:13]1[C:21]2[C:16](=[C:17]([CH:22]=C)[CH:18]=[CH:19][CH:20]=2)[CH2:15][CH2:14]1)(=[O:12])=[O:11].N1C(C)=CC=CC=1C.I([O-])(=O)(=O)=[O:33].[Na+], predict the reaction product. The product is: [CH3:1][O:2][C:3]1[CH:8]=[CH:7][C:6]([CH3:9])=[CH:5][C:4]=1[S:10]([N:13]1[C:21]2[CH:20]=[CH:19][CH:18]=[C:17]([CH:22]=[O:33])[C:16]=2[CH2:15][CH2:14]1)(=[O:11])=[O:12]. (9) The product is: [Cl:34][CH2:33][C@H:35]([OH:37])[CH2:36][C:25]1[CH:26]=[CH:27][C:28]([O:30][CH3:31])=[CH:29][C:24]=1[O:23][CH3:22]. Given the reactants C(OC(N1CCO[C@H](CC2C=CC=C(Br)C=2)C1)=O)(C)(C)C.[CH3:22][O:23][C:24]1[CH:29]=[C:28]([O:30][CH3:31])[CH:27]=[CH:26][C:25]=1Br.[CH2:33]([C@@H:35]1[O:37][CH2:36]1)[Cl:34], predict the reaction product.